Predict the reactants needed to synthesize the given product. From a dataset of Full USPTO retrosynthesis dataset with 1.9M reactions from patents (1976-2016). (1) Given the product [CH3:1][O:2][C:3](=[O:26])[CH2:4][C@H:5]1[C:9]2[CH:10]=[CH:11][C:12]([O:14][C@H:15]3[C:23]4[C:18](=[C:19]([O:25][C:28]5[N:37]=[CH:36][C:35]6[C:30](=[CH:31][CH:32]=[CH:33][CH:34]=6)[N:29]=5)[CH:20]=[CH:21][C:22]=4[F:24])[CH2:17][CH2:16]3)=[CH:13][C:8]=2[O:7][CH2:6]1, predict the reactants needed to synthesize it. The reactants are: [CH3:1][O:2][C:3](=[O:26])[CH2:4][C@H:5]1[C:9]2[CH:10]=[CH:11][C:12]([O:14][C@H:15]3[C:23]4[C:18](=[C:19]([OH:25])[CH:20]=[CH:21][C:22]=4[F:24])[CH2:17][CH2:16]3)=[CH:13][C:8]=2[O:7][CH2:6]1.Cl[C:28]1[N:37]=[CH:36][C:35]2[C:30](=[CH:31][CH:32]=[CH:33][CH:34]=2)[N:29]=1.C([O-])([O-])=O.[K+].[K+]. (2) Given the product [CH:1]([NH:4][C:5]1[CH:6]=[C:7]([CH:13]=[C:14]([CH3:16])[N:15]=1)[C:8]([OH:10])=[O:9])([CH3:3])[CH3:2], predict the reactants needed to synthesize it. The reactants are: [CH:1]([NH:4][C:5]1[CH:6]=[C:7]([CH:13]=[C:14]([CH3:16])[N:15]=1)[C:8]([O:10]CC)=[O:9])([CH3:3])[CH3:2]. (3) Given the product [OH:9][C@H:10]([CH2:28][CH2:29][C:30]1[CH:31]=[CH:32][C:33]([C:36]2[CH:37]=[N:38][C:39]([O:42][CH3:43])=[CH:40][CH:41]=2)=[CH:34][CH:35]=1)[C@H:11]([CH2:15][CH2:16][N:17]1[C:22](=[O:23])[C:21]2[CH:24]=[CH:25][CH:26]=[CH:27][C:20]=2[N:19]=[N:18]1)[C:12]([OH:14])=[O:13], predict the reactants needed to synthesize it. The reactants are: C(=O)([O-])[O-].[K+].[K+].C([O:9][C@H:10]([CH2:28][CH2:29][C:30]1[CH:35]=[CH:34][C:33]([C:36]2[CH:37]=[N:38][C:39]([O:42][CH3:43])=[CH:40][CH:41]=2)=[CH:32][CH:31]=1)[C@H:11]([CH2:15][CH2:16][N:17]1[C:22](=[O:23])[C:21]2[CH:24]=[CH:25][CH:26]=[CH:27][C:20]=2[N:19]=[N:18]1)[C:12]([OH:14])=[O:13])=O.O1CCCC1.